Dataset: Catalyst prediction with 721,799 reactions and 888 catalyst types from USPTO. Task: Predict which catalyst facilitates the given reaction. (1) Product: [CH3:17][O:13][C:12](=[O:14])[CH2:11][CH2:10][C:3]1[C:4]2[C:9](=[CH:8][CH:7]=[CH:6][CH:5]=2)[NH:1][CH:2]=1. Reactant: [NH:1]1[C:9]2[C:4](=[CH:5][CH:6]=[CH:7][CH:8]=2)[C:3]([CH2:10][CH2:11][C:12]([OH:14])=[O:13])=[CH:2]1.Cl.O1CCOC[CH2:17]1. The catalyst class is: 5. (2) Reactant: [CH2:1]([O:8][C:9]([NH:11][CH2:12][C:13]([OH:15])=O)=[O:10])[C:2]1[CH:7]=[CH:6][CH:5]=[CH:4][CH:3]=1.Cl.[NH2:17][C@@H:18]([C:22]([O:24][C:25]([CH3:28])([CH3:27])[CH3:26])=[O:23])[CH:19]([CH3:21])[CH3:20].CN1CCOCC1.CN(C(ON1N=NC2C=CC=CC1=2)=[N+](C)C)C.[B-](F)(F)(F)F. Product: [CH2:1]([O:8][C:9]([NH:11][CH2:12][C:13]([NH:17][C@@H:18]([C:22]([O:24][C:25]([CH3:27])([CH3:26])[CH3:28])=[O:23])[CH:19]([CH3:21])[CH3:20])=[O:15])=[O:10])[C:2]1[CH:3]=[CH:4][CH:5]=[CH:6][CH:7]=1. The catalyst class is: 2. (3) Reactant: [CH2:1]([O:3][C:4]([C:6]1[CH:10]=[C:9]([NH2:11])[N:8]([C:12]2[CH:17]=[CH:16][CH:15]=[CH:14][CH:13]=2)[N:7]=1)=[O:5])[CH3:2].C(N1CCOCC1)C.[CH3:26][C:27]([CH3:32])([CH3:31])[C:28](Cl)=[O:29]. Product: [CH2:1]([O:3][C:4]([C:6]1[CH:10]=[C:9]([NH:11][C:28](=[O:29])[C:27]([CH3:32])([CH3:31])[CH3:26])[N:8]([C:12]2[CH:17]=[CH:16][CH:15]=[CH:14][CH:13]=2)[N:7]=1)=[O:5])[CH3:2]. The catalyst class is: 1. (4) Reactant: [CH2:1]([S:16][CH:17]([CH2:21][CH3:22])[C:18]([OH:20])=[O:19])[CH2:2]/[CH:3]=[CH:4]\[CH2:5]/[CH:6]=[CH:7]\[CH2:8]/[CH:9]=[CH:10]\[CH2:11]/[CH:12]=[CH:13]\[CH2:14][CH3:15].C1C=C(Cl)C=C(C(OO)=[O:31])C=1. Product: [CH2:1]([S:16]([CH:17]([CH2:21][CH3:22])[C:18]([OH:20])=[O:19])=[O:31])[CH2:2]/[CH:3]=[CH:4]\[CH2:5]/[CH:6]=[CH:7]\[CH2:8]/[CH:9]=[CH:10]\[CH2:11]/[CH:12]=[CH:13]\[CH2:14][CH3:15]. The catalyst class is: 22. (5) Reactant: [C:1]([O:4][C@H:5]1[O:51][C@@H:50]([CH2:52][O:53][C:54](=[O:56])[CH3:55])[C@@H:45]([O:46][C:47](=[O:49])[CH3:48])[C@H:40]([O:41][C:42](=[O:44])[CH3:43])[C@@H:6]1[O:7][C@H:8]1[O:34][C@H:33]([CH2:35][O:36][C:37](=[O:39])[CH3:38])[C@@H:28]([O:29][C:30](=[O:32])[CH3:31])[C@H:23]([O:24][C:25](=[O:27])[CH3:26])[C@@H:9]1[O:10][C:11](=[O:22])[NH:12]C1C=CC([N+]([O-])=O)=CC=1)(=[O:3])[CH3:2].N. Product: [C:1]([O:4][C@H:5]1[O:51][C@@H:50]([CH2:52][O:53][C:54](=[O:56])[CH3:55])[C@@H:45]([O:46][C:47](=[O:49])[CH3:48])[C@H:40]([O:41][C:42](=[O:44])[CH3:43])[C@@H:6]1[O:7][C@H:8]1[O:34][C@H:33]([CH2:35][O:36][C:37](=[O:39])[CH3:38])[C@@H:28]([O:29][C:30](=[O:32])[CH3:31])[C@H:23]([O:24][C:25](=[O:27])[CH3:26])[C@@H:9]1[O:10][C:11](=[O:22])[NH2:12])(=[O:3])[CH3:2]. The catalyst class is: 4. (6) Reactant: O=[C:2]([CH3:13])[CH2:3][C:4]([O:6][CH:7]([CH3:12])[C:8]([F:11])([F:10])[F:9])=[O:5].C([O-])(=O)C.[NH4+:18].C(O)(=O)C. Product: [NH2:18][C:2]([CH3:13])=[CH:3][C:4]([O:6][CH:7]([CH3:12])[C:8]([F:11])([F:10])[F:9])=[O:5]. The catalyst class is: 6.